Dataset: Reaction yield outcomes from USPTO patents with 853,638 reactions. Task: Predict the reaction yield, written as a fraction of the theoretical maximum amount of product (1.0 means a 100% yield; for example, 0.34 means a 34% yield). (1) The reactants are Br[C:2]1[CH:3]=[C:4]2[C:8](=[CH:9][CH:10]=1)[CH2:7][N:6]([C:11](OC(C)(C)C)=O)[CH2:5]2.[C:18]([O-:21])(=[O:20])[CH3:19].[K+].CC1(C)C(C)(C)OB(B2OC(C)(C)C(C)(C)O2)O1.Br[C:42]1[S:43][C:44]([C:47]2[CH:52]=[CH:51][C:50]([O:53][CH:54]([CH3:56])[CH3:55])=[C:49]([Cl:57])[CH:48]=2)=[N:45][N:46]=1.C([O-])(O)=O.[Na+].FC(F)(F)C(O)=O.C(OC(C)(C)C)(=O)C=C.C(N(CC)CC)C. The catalyst is C1C=CC(P(C2C=CC=CC=2)[C-]2C=CC=C2)=CC=1.C1C=CC(P(C2C=CC=CC=2)[C-]2C=CC=C2)=CC=1.Cl[Pd]Cl.[Fe+2].COCCOC. The product is [Cl:57][C:49]1[CH:48]=[C:47]([C:44]2[S:43][C:42]([C:2]3[CH:3]=[C:4]4[C:8](=[CH:9][CH:10]=3)[CH2:7][N:6]([CH2:11][CH2:19][C:18]([OH:21])=[O:20])[CH2:5]4)=[N:46][N:45]=2)[CH:52]=[CH:51][C:50]=1[O:53][CH:54]([CH3:55])[CH3:56]. The yield is 0.0800. (2) The reactants are [C:1]([C:9]1[CH:17]=[C:16]([Br:18])[CH:15]=[CH:14][C:10]=1[C:11]([OH:13])=O)(=O)[C:2]1[CH:7]=[CH:6][CH:5]=[CH:4][CH:3]=1.C(=O)([O-])[O-].[K+].[K+].Br[CH:26](C(OCC)=O)[C:27]([O:29]CC)=[O:28].CC(C)=O. The catalyst is CN(C)C=O. The product is [Br:18][C:16]1[CH:17]=[C:9]2[C:10](=[CH:14][CH:15]=1)[CH2:11][O:13][C:26]([C:27]([OH:29])=[O:28])=[C:1]2[C:2]1[CH:3]=[CH:4][CH:5]=[CH:6][CH:7]=1. The yield is 0.600. (3) No catalyst specified. The reactants are F[C:2]1[CH:3]=[C:4]([CH3:11])[CH:5]=[CH:6][C:7]=1[N+:8]([O-:10])=[O:9].[CH3:12][C:13]1[CH:19]=[CH:18][C:16]([NH2:17])=[C:15]([O:20][CH2:21][CH2:22][CH3:23])[CH:14]=1.[NH2:24][C:25]1[S:26][CH:27]=[CH:28][N:29]=1.[CH2:30]([OH:33])CC. The yield is 0.800. The product is [CH2:15]([O:20][C:2]1[CH:3]=[C:4]([CH3:11])[CH:5]=[CH:6][C:7]=1[N+:8]([O-:10])=[O:9])[CH2:14][CH3:13].[CH3:12][C:13]1[CH:19]=[CH:18][C:16]([NH:17][C:30]([NH:24][C:25]2[S:26][CH:27]=[CH:28][N:29]=2)=[O:33])=[C:15]([O:20][CH2:21][CH2:22][CH3:23])[CH:14]=1. (4) The reactants are [CH3:1][C:2]1[CH:3]=[C:4]([NH:16][C:17]2[C:26]3[C:21](=[CH:22][CH:23]=[CH:24][C:25]=3[O:27][C@H:28]([CH3:32])[C:29]([OH:31])=O)[N:20]=[CH:19][N:18]=2)[CH:5]=[CH:6][C:7]=1[O:8][C:9]1[CH:10]=[N:11][C:12]([CH3:15])=[CH:13][CH:14]=1.[NH3:33]. No catalyst specified. The product is [CH3:1][C:2]1[CH:3]=[C:4]([NH:16][C:17]2[C:26]3[C:21](=[CH:22][CH:23]=[CH:24][C:25]=3[O:27][C@H:28]([CH3:32])[C:29]([NH2:33])=[O:31])[N:20]=[CH:19][N:18]=2)[CH:5]=[CH:6][C:7]=1[O:8][C:9]1[CH:10]=[N:11][C:12]([CH3:15])=[CH:13][CH:14]=1. The yield is 0.770.